Dataset: Reaction yield outcomes from USPTO patents with 853,638 reactions. Task: Predict the reaction yield, written as a fraction of the theoretical maximum amount of product (1.0 means a 100% yield; for example, 0.34 means a 34% yield). (1) The catalyst is CO. The product is [Cl:16][C:17]1[CH:22]=[CH:21][CH:20]=[CH:19][C:18]=1[N:23]1[C:6]([C:2]2[O:1][CH:5]=[CH:4][CH:3]=2)=[CH:7][C:8]([C:9]([O:11][CH3:12])=[O:10])=[N:24]1. The yield is 0.800. The reactants are [O:1]1[CH:5]=[CH:4][CH:3]=[C:2]1[C:6](=O)[CH2:7][C:8](=O)[C:9]([O:11][CH3:12])=[O:10].Cl.[Cl:16][C:17]1[CH:22]=[CH:21][CH:20]=[CH:19][C:18]=1[NH:23][NH2:24]. (2) The reactants are [Br:1][C:2]1[C:6]2[CH:7]=[CH:8][CH:9]=[CH:10][C:5]=2[O:4][C:3]=1[CH:11]=[O:12].[CH2:13](O)[CH2:14][OH:15]. The catalyst is C1C=CC=CC=1.C([O-])(O)=O.[Na+].O.C1(C)C=CC(S(O)(=O)=O)=CC=1. The product is [Br:1][C:2]1[C:6]2[CH:7]=[CH:8][CH:9]=[CH:10][C:5]=2[O:4][C:3]=1[CH:11]1[O:15][CH2:14][CH2:13][O:12]1. The yield is 1.00.